From a dataset of Full USPTO retrosynthesis dataset with 1.9M reactions from patents (1976-2016). Predict the reactants needed to synthesize the given product. (1) Given the product [CH3:7][O:6][C:4](=[O:5])[C:3]1[CH:8]=[CH:9][CH:10]=[C:11]([N+:12]([O-:14])=[O:13])[C:2]=1[C:24]1[CH:28]=[CH:11][C:2]2[CH2:3][CH:8]([O:21][CH3:18])[CH2:9][CH2:10][C:26]=2[CH:25]=1, predict the reactants needed to synthesize it. The reactants are: Cl[C:2]1[C:11]([N+:12]([O-:14])=[O:13])=[CH:10][CH:9]=[CH:8][C:3]=1[C:4]([O:6][CH3:7])=[O:5].B(O)O.[C:18]([O-:21])([O-])=O.[Na+].[Na+].[CH2:24]1[CH2:28]O[CH2:26][CH2:25]1. (2) The reactants are: C1(C(C2C=CC=CC=2)[N:8]2[CH2:11][CH:10]([N:12]3[CH2:16][CH2:15][CH2:14][CH2:13]3)[CH2:9]2)C=CC=CC=1.[ClH:23]. Given the product [ClH:23].[ClH:23].[NH:8]1[CH2:11][CH:10]([N:12]2[CH2:16][CH2:15][CH2:14][CH2:13]2)[CH2:9]1, predict the reactants needed to synthesize it. (3) Given the product [CH2:19]([C:2]1[N:1]=[C:10]2[C:9]3[CH:11]=[CH:12][CH:13]=[CH:14][C:8]=3[C:7]3[C:6](=[CH:18][CH:17]=[CH:16][CH:15]=3)[C:5]2=[N:4][CH:3]=1)[CH:20]([CH3:22])[CH3:21], predict the reactants needed to synthesize it. The reactants are: [N:1]1[C:10]2[C:5](=[C:6]3[CH:18]=[CH:17][CH:16]=[CH:15][C:7]3=[C:8]3[CH:14]=[CH:13][CH:12]=[CH:11][C:9]3=2)[N:4]=[CH:3][CH:2]=1.[CH2:19]([Li])[CH:20]([CH3:22])[CH3:21].